This data is from Forward reaction prediction with 1.9M reactions from USPTO patents (1976-2016). The task is: Predict the product of the given reaction. (1) Given the reactants Br[C:2]1[CH:3]=[C:4]([CH:7]=[CH:8][C:9]=1[OH:10])[CH:5]=[O:6].[CH:11]1(B(O)O)[CH2:13][CH2:12]1, predict the reaction product. The product is: [CH:11]1([C:2]2[CH:3]=[C:4]([CH:7]=[CH:8][C:9]=2[OH:10])[CH:5]=[O:6])[CH2:13][CH2:12]1. (2) The product is: [Cl:1][C:2]1[CH:14]=[C:13]([NH:15][C:16]2[C:25]3[C:20](=[CH:21][CH:22]=[CH:23][C:24]=3[O:26][CH:27]3[CH2:32][CH2:31][N:30]([CH3:33])[CH2:29][CH2:28]3)[N:19]=[CH:18][N:17]=2)[CH:12]=[CH:11][C:3]=1[O:4][CH2:5][C:6]([NH:35][NH2:36])=[O:8]. Given the reactants [Cl:1][C:2]1[CH:14]=[C:13]([NH:15][C:16]2[C:25]3[C:20](=[CH:21][CH:22]=[CH:23][C:24]=3[O:26][CH:27]3[CH2:32][CH2:31][N:30]([CH3:33])[CH2:29][CH2:28]3)[N:19]=[CH:18][N:17]=2)[CH:12]=[CH:11][C:3]=1[O:4][CH2:5][C:6]([O:8]CC)=O.O.[NH2:35][NH2:36], predict the reaction product. (3) The product is: [NH2:36][C:35]1[S:34][C:33]([C:44]2[C:49]([F:50])=[CH:48][CH:47]=[C:46]([O:51][CH3:52])[C:45]=2[F:53])=[N:32][C:31]=1[C:29]([NH:28][C:12]1[C:13]([N:14]2[CH2:19][CH2:18][CH2:17][C@H:16]([NH2:20])[CH2:15]2)=[C:8]2[CH2:7][CH2:6][CH:5]([OH:4])[C:9]2=[N:10][CH:11]=1)=[O:30]. Given the reactants C([O:4][CH:5]1[C:9]2=[N:10][CH:11]=[C:12]([NH:28][C:29]([C:31]3[N:32]=[C:33]([C:44]4[C:49]([F:50])=[CH:48][CH:47]=[C:46]([O:51][CH3:52])[C:45]=4[F:53])[S:34][C:35]=3[NH:36]C(OC(C)(C)C)=O)=[O:30])[C:13]([N:14]3[CH2:19][CH2:18][CH2:17][C@H:16]([NH:20]C(OC(C)(C)C)=O)[CH2:15]3)=[C:8]2[CH2:7][CH2:6]1)(=O)C.CO.[OH-].[Na+].C(O)(C(F)(F)F)=O, predict the reaction product. (4) Given the reactants [Li+].CC([N-]C(C)C)C.C(NC(C)C)(C)C.CN(C)P(N(C)C)(N(C)C)=O.[Li]CCCC.[CH3:32][C@@:33]12[C:41](=[O:42])[CH2:40][C@@H:36]([C:37]1([CH3:39])[CH3:38])[CH2:35][CH2:34]2.Br[CH2:44][C:45]([O:47][CH3:48])=[O:46], predict the reaction product. The product is: [CH3:48][O:47][C:45](=[O:46])[CH2:44][CH:40]1[C:41](=[O:42])[C@:33]2([CH3:32])[C:37]([CH3:38])([CH3:39])[C@H:36]1[CH2:35][CH2:34]2. (5) The product is: [O:21]1[C:25]2[CH:26]=[CH:27][C:28]([C:30]3([C:33]([NH:35][C:36]4[CH:37]=[CH:38][C:39]([CH3:52])=[C:40]([C:42]5[CH:47]=[CH:46][C:45]([S:48]([N:1]6[CH2:8][CH2:7][CH2:6][C@H:2]6[C:3]([OH:5])=[O:4])(=[O:49])=[O:50])=[CH:44][CH:43]=5)[CH:41]=4)=[O:34])[CH2:32][CH2:31]3)=[CH:29][C:24]=2[O:23][CH2:22]1. Given the reactants [NH:1]1[CH2:8][CH2:7][CH2:6][C@H:2]1[C:3]([OH:5])=[O:4].C/C(/O[Si](C)(C)C)=N\[Si](C)(C)C.[O:21]1[C:25]2[CH:26]=[CH:27][C:28]([C:30]3([C:33]([NH:35][C:36]4[CH:37]=[CH:38][C:39]([CH3:52])=[C:40]([C:42]5[CH:47]=[CH:46][C:45]([S:48](Cl)(=[O:50])=[O:49])=[CH:44][CH:43]=5)[CH:41]=4)=[O:34])[CH2:32][CH2:31]3)=[CH:29][C:24]=2[O:23][CH2:22]1.CCN(C(C)C)C(C)C, predict the reaction product. (6) Given the reactants CN(C(ON1N=NC2C=CC=NC1=2)=[N+](C)C)C.F[P-](F)(F)(F)(F)F.[C:25]([O:29][C:30]([N:32]1[CH2:37][CH2:36][C:35]([C:41]#[N:42])([C:38]([OH:40])=O)[CH2:34][CH2:33]1)=[O:31])([CH3:28])([CH3:27])[CH3:26].CCN(C(C)C)C(C)C.[CH3:52][C:53]1[CH:54]=[CH:55][C:56]([NH2:59])=[N:57][CH:58]=1, predict the reaction product. The product is: [C:41]([C:35]1([C:38](=[O:40])[NH:59][C:56]2[CH:55]=[CH:54][C:53]([CH3:52])=[CH:58][N:57]=2)[CH2:34][CH2:33][N:32]([C:30]([O:29][C:25]([CH3:26])([CH3:27])[CH3:28])=[O:31])[CH2:37][CH2:36]1)#[N:42]. (7) The product is: [Cl:1][C:2]1[CH:7]=[CH:6][C:5](/[CH:8]=[CH:9]/[C:10]([N:27]2[CH2:28][CH2:29][CH2:30][CH2:31][CH:26]2[C:24]2[O:23][N:22]=[C:21]([CH3:20])[N:25]=2)=[O:12])=[C:4]([CH2:13][N:14]2[N:18]=[N:17][C:16]([CH3:19])=[N:15]2)[CH:3]=1. Given the reactants [Cl:1][C:2]1[CH:7]=[CH:6][C:5](/[CH:8]=[CH:9]/[C:10]([OH:12])=O)=[C:4]([CH2:13][N:14]2[N:18]=[N:17][C:16]([CH3:19])=[N:15]2)[CH:3]=1.[CH3:20][C:21]1[N:25]=[C:24]([CH:26]2[CH2:31][CH2:30][CH2:29][CH2:28][NH:27]2)[O:23][N:22]=1.CCN(C(C)C)C(C)C.C(P1(=O)OP(CCC)(=O)OP(CCC)(=O)O1)CC, predict the reaction product. (8) Given the reactants CC1(C)[O:6][C@H:5]([CH2:7][O:8][C:9]2[CH:14]=[CH:13][C:12]([C:15]([C:20]3[CH:25]=[CH:24][C:23]([CH:26]([CH3:34])[CH2:27][C:28]([CH2:32][CH3:33])([OH:31])[CH2:29][CH3:30])=[C:22]([CH3:35])[CH:21]=3)([CH2:18][CH3:19])[CH2:16][CH3:17])=[CH:11][C:10]=2[CH3:36])[CH2:4][O:3]1.CC1(C)C2(CS(O)(=O)=O)C(CC1CC2)=O.C([O-])(O)=O.[Na+], predict the reaction product. The product is: [CH2:16]([C:15]([C:12]1[CH:13]=[CH:14][C:9]([O:8][CH2:7][C@@H:5]([OH:6])[CH2:4][OH:3])=[C:10]([CH3:36])[CH:11]=1)([C:20]1[CH:25]=[CH:24][C:23]([CH:26]([CH3:34])[CH2:27][C:28]([CH2:29][CH3:30])([OH:31])[CH2:32][CH3:33])=[C:22]([CH3:35])[CH:21]=1)[CH2:18][CH3:19])[CH3:17]. (9) Given the reactants [H-].[Na+].[C:3]([O:7][C:8](=[O:41])[NH:9][CH2:10][C:11]1[CH:40]=[CH:39][C:14]2[N:15]([CH2:34][CH2:35][CH:36]([CH3:38])[CH3:37])[C:16]([CH2:18][N:19]3[C:28]4[C:23](=[CH:24][CH:25]=[CH:26][CH:27]=4)[C:22](=[O:29])[N:21]([CH:30]4[CH2:32][CH2:31]4)[C:20]3=[O:33])=[N:17][C:13]=2[CH:12]=1)([CH3:6])([CH3:5])[CH3:4].I[CH3:43], predict the reaction product. The product is: [C:3]([O:7][C:8](=[O:41])[N:9]([CH2:10][C:11]1[CH:40]=[CH:39][C:14]2[N:15]([CH2:34][CH2:35][CH:36]([CH3:37])[CH3:38])[C:16]([CH2:18][N:19]3[C:28]4[C:23](=[CH:24][CH:25]=[CH:26][CH:27]=4)[C:22](=[O:29])[N:21]([CH:30]4[CH2:32][CH2:31]4)[C:20]3=[O:33])=[N:17][C:13]=2[CH:12]=1)[CH3:43])([CH3:5])([CH3:4])[CH3:6]. (10) Given the reactants [CH2:1]([O:3][C:4]1[C:8]([CH2:9][CH2:10][CH2:11][O:12][C:13]2[CH:18]=[CH:17][C:16]([CH2:19][CH2:20][C:21]([O:23]CC)=[O:22])=[CH:15][C:14]=2[OH:26])=[CH:7][N:6]([C:27]2[CH:32]=[CH:31][C:30]([C:33]([F:36])([F:35])[F:34])=[CH:29][N:28]=2)[N:5]=1)[CH3:2].C(=O)([O-])[O-].[K+].[K+].I[CH2:44][CH2:45][CH3:46].CN(C)C=O, predict the reaction product. The product is: [CH2:1]([O:3][C:4]1[C:8]([CH2:9][CH2:10][CH2:11][O:12][C:13]2[CH:18]=[CH:17][C:16]([CH2:19][CH2:20][C:21]([OH:23])=[O:22])=[CH:15][C:14]=2[O:26][CH2:44][CH2:45][CH3:46])=[CH:7][N:6]([C:27]2[CH:32]=[CH:31][C:30]([C:33]([F:35])([F:34])[F:36])=[CH:29][N:28]=2)[N:5]=1)[CH3:2].